From a dataset of Full USPTO retrosynthesis dataset with 1.9M reactions from patents (1976-2016). Predict the reactants needed to synthesize the given product. (1) Given the product [Br:5][CH2:1][C:27]1[CH:28]=[C:29]([C:32]([F:34])([F:35])[F:33])[CH:30]=[CH:31][C:26]=1[I:25], predict the reactants needed to synthesize it. The reactants are: [C:1]([Br:5])(Br)(Br)Br.C1(P(C2C=CC=CC=2)C2C=CC=CC=2)C=CC=CC=1.[I:25][C:26]1[CH:31]=[CH:30][C:29]([C:32]([F:35])([F:34])[F:33])=[CH:28][C:27]=1CO. (2) The reactants are: [CH:1]1[CH:6]=[N:5][CH:4]=[C:3](C=O)[CH:2]=1.Cl.[CH2:10]([NH2:12])[CH3:11].[C:13]1(C)C=CC=CC=1.C(O)C. Given the product [CH2:10]([N:12]([C:3]1[CH:4]=[N:5][CH:6]=[CH:1][CH:2]=1)[CH3:13])[CH3:11], predict the reactants needed to synthesize it.